This data is from NCI-60 drug combinations with 297,098 pairs across 59 cell lines. The task is: Regression. Given two drug SMILES strings and cell line genomic features, predict the synergy score measuring deviation from expected non-interaction effect. Drug 1: CCC1=C2CN3C(=CC4=C(C3=O)COC(=O)C4(CC)O)C2=NC5=C1C=C(C=C5)O. Drug 2: CC1CCCC2(C(O2)CC(NC(=O)CC(C(C(=O)C(C1O)C)(C)C)O)C(=CC3=CSC(=N3)C)C)C. Cell line: T-47D. Synergy scores: CSS=45.2, Synergy_ZIP=-2.03, Synergy_Bliss=-1.69, Synergy_Loewe=-3.82, Synergy_HSA=-2.25.